From a dataset of TCR-epitope binding with 47,182 pairs between 192 epitopes and 23,139 TCRs. Binary Classification. Given a T-cell receptor sequence (or CDR3 region) and an epitope sequence, predict whether binding occurs between them. (1) The epitope is TLVPQEHYV. The TCR CDR3 sequence is CASSHTQPPPGRTGTYGYTF. Result: 0 (the TCR does not bind to the epitope). (2) The epitope is IVTDFSVIK. The TCR CDR3 sequence is CASSVDSGSDYEQYF. Result: 1 (the TCR binds to the epitope). (3) The epitope is DATYQRTRALVR. The TCR CDR3 sequence is CSARGWGGRNYGYTF. Result: 0 (the TCR does not bind to the epitope). (4) The epitope is WICLLQFAY. The TCR CDR3 sequence is CASSLRFGGSHEQYF. Result: 0 (the TCR does not bind to the epitope). (5) The epitope is FLNRFTTTL. The TCR CDR3 sequence is CASSYTDNEQFF. Result: 1 (the TCR binds to the epitope). (6) The epitope is NLSALGIFST. The TCR CDR3 sequence is CARDGKMNTEAFF. Result: 1 (the TCR binds to the epitope). (7) The epitope is GLCTLVAML. The TCR CDR3 sequence is CASSYTGGTTDTQYF. Result: 1 (the TCR binds to the epitope).